This data is from Full USPTO retrosynthesis dataset with 1.9M reactions from patents (1976-2016). The task is: Predict the reactants needed to synthesize the given product. (1) Given the product [NH2:2][C:3]1[C:8](=[N:14][C:15]2[CH:20]=[CH:19][C:18]([N:21]3[CH2:25][CH2:24][CH:23]([OH:26])[CH2:22]3)=[CH:17][CH:16]=2)[CH:7]=[C:6]([CH3:9])[C:5](=[O:10])[C:4]=1[Cl:11], predict the reactants needed to synthesize it. The reactants are: Cl.[NH2:2][C:3]1[C:4]([Cl:11])=[C:5]([OH:10])[C:6]([CH3:9])=[CH:7][CH:8]=1.Cl.Cl.[NH2:14][C:15]1[CH:20]=[CH:19][C:18]([N:21]2[CH2:25][CH2:24][CH:23]([OH:26])[CH2:22]2)=[CH:17][CH:16]=1.[OH-].[NH4+].OO. (2) Given the product [CH2:1]([N:8]1[C:16]2[CH2:15][CH2:14][NH:13][CH2:12][C:11]=2[C:10]([C:20]2[CH:21]=[CH:22][C:23]([F:26])=[CH:24][CH:25]=2)=[N:9]1)[C:2]1[CH:7]=[CH:6][CH:5]=[CH:4][CH:3]=1, predict the reactants needed to synthesize it. The reactants are: [CH2:1]([N:8]1[C:16]2[CH2:15][CH2:14][N:13](C(=O)C)[CH2:12][C:11]=2[C:10]([C:20]2[CH:25]=[CH:24][C:23]([F:26])=[CH:22][CH:21]=2)=[N:9]1)[C:2]1[CH:7]=[CH:6][CH:5]=[CH:4][CH:3]=1.Cl. (3) Given the product [N:3]1([C:6]([N:32]2[CH2:31][CH2:30][N:29]([CH2:28][C:25]3[CH:24]=[CH:23][C:22]([C:21]([NH:20][C:17]4[CH:18]=[CH:19][C:14]([CH3:13])=[C:15]([NH:36][C:37]5[N:42]=[C:41]([C:43]6[CH:44]=[N:45][CH:46]=[CH:47][CH:48]=6)[CH:40]=[CH:39][N:38]=5)[CH:16]=4)=[O:35])=[CH:27][CH:26]=3)[CH2:34][CH2:33]2)=[O:7])[CH:2]=[CH:1][N:5]=[CH:4]1, predict the reactants needed to synthesize it. The reactants are: [CH:1]1[N:5]=[CH:4][N:3]([C:6](N2C=NC=C2)=[O:7])[CH:2]=1.[CH3:13][C:14]1[CH:19]=[CH:18][C:17]([NH:20][C:21](=[O:35])[C:22]2[CH:27]=[CH:26][C:25]([CH2:28][N:29]3[CH2:34][CH2:33][NH:32][CH2:31][CH2:30]3)=[CH:24][CH:23]=2)=[CH:16][C:15]=1[NH:36][C:37]1[N:42]=[C:41]([C:43]2[CH:44]=[N:45][CH:46]=[CH:47][CH:48]=2)[CH:40]=[CH:39][N:38]=1. (4) The reactants are: [OH:1][C:2]1[CH:7]=[CH:6][C:5]([C:8]2[N:16]([CH2:17][O:18][CH2:19][CH2:20][Si:21]([CH3:24])([CH3:23])[CH3:22])[C:15]3[C:14](=[O:25])[N:13]([CH2:26][CH2:27][CH3:28])[C:12](=[O:29])[N:11]([CH2:30][CH2:31][CH3:32])[C:10]=3[N:9]=2)=[CH:4][CH:3]=1.C(=O)([O-])[O-].[K+].[K+].Br[CH2:40][C:41]#[C:42][C:43]1[CH:48]=[CH:47][C:46]([O:49][C:50]([F:53])([F:52])[F:51])=[CH:45][CH:44]=1. Given the product [CH2:26]([N:13]1[C:14](=[O:25])[C:15]2[N:16]([CH2:17][O:18][CH2:19][CH2:20][Si:21]([CH3:23])([CH3:22])[CH3:24])[C:8]([C:5]3[CH:4]=[CH:3][C:2]([O:1][CH2:40][C:41]#[C:42][C:43]4[CH:44]=[CH:45][C:46]([O:49][C:50]([F:51])([F:52])[F:53])=[CH:47][CH:48]=4)=[CH:7][CH:6]=3)=[N:9][C:10]=2[N:11]([CH2:30][CH2:31][CH3:32])[C:12]1=[O:29])[CH2:27][CH3:28], predict the reactants needed to synthesize it. (5) Given the product [CH3:1][O:2][C:3]1[CH:4]=[C:5]2[C:9](=[CH:10][CH:11]=1)[NH:8][CH:7]=[C:6]2[CH2:12][C:13]([O:15][CH3:16])=[O:14], predict the reactants needed to synthesize it. The reactants are: [CH3:1][O:2][C:3]1[CH:4]=[C:5]2[C:9](=[CH:10][CH:11]=1)[NH:8][CH:7]=[C:6]2[CH2:12][C:13]([OH:15])=[O:14].[CH2:16]1N(P(Cl)(N2C(=O)OCC2)=O)C(=O)OC1.C(N(CC)CC)C.CO. (6) Given the product [NH2:1][C:2]1[C:11]2[N:12]=[C:13]([CH2:31][CH2:32][O:33][CH3:34])[N:14]([CH2:15][CH2:16][CH2:17][N:18]([CH2:19][C:20]3[CH:21]=[CH:22][C:23]([CH2:26][C:27]([O:29][CH3:30])=[O:28])=[CH:24][CH:25]=3)[CH2:37][CH2:38][CH2:39][N:40]3[CH2:45][CH2:44][O:43][CH2:42][CH2:41]3)[C:10]=2[C:9]2[CH:8]=[CH:7][CH:6]=[CH:5][C:4]=2[N:3]=1, predict the reactants needed to synthesize it. The reactants are: [NH2:1][C:2]1[C:11]2[N:12]=[C:13]([CH2:31][CH2:32][O:33][CH3:34])[N:14]([CH2:15][CH2:16][CH2:17][NH:18][CH2:19][C:20]3[CH:25]=[CH:24][C:23]([CH2:26][C:27]([O:29][CH3:30])=[O:28])=[CH:22][CH:21]=3)[C:10]=2[C:9]2[CH:8]=[CH:7][CH:6]=[CH:5][C:4]=2[N:3]=1.Cl.Cl[CH2:37][CH2:38][CH2:39][N:40]1[CH2:45][CH2:44][O:43][CH2:42][CH2:41]1.C([O-])([O-])=O.[K+].[K+].[I-].[Na+].